From a dataset of Retrosynthesis with 50K atom-mapped reactions and 10 reaction types from USPTO. Predict the reactants needed to synthesize the given product. (1) The reactants are: OB(O)c1ccccc1C(F)(F)F.OCCCNc1nc2cc(Br)ccc2n2ccnc12. Given the product OCCCNc1nc2cc(-c3ccccc3C(F)(F)F)ccc2n2ccnc12, predict the reactants needed to synthesize it. (2) Given the product CC(C)(CC(O)(CNc1cccc2nccnc12)C(F)(F)F)c1cc(F)ccc1O, predict the reactants needed to synthesize it. The reactants are: COc1ccc(F)cc1C(C)(C)CC(O)(CNc1cccc2nccnc12)C(F)(F)F. (3) Given the product CC1CC(=O)NN=C1c1ccc(N2CCC(C(=O)O)CC2)c([N+](=O)[O-])c1, predict the reactants needed to synthesize it. The reactants are: CCOC(=O)C1CCN(c2ccc(C3=NNC(=O)CC3C)cc2[N+](=O)[O-])CC1. (4) Given the product NC(=O)[C@@H]1CCCN1C(=O)[C@H](CC1CCCC1)CN(C=O)OCc1ccccc1, predict the reactants needed to synthesize it. The reactants are: NC(=O)[C@@H]1CCCN1.O=CN(C[C@@H](CC1CCCC1)C(=O)O)OCc1ccccc1. (5) Given the product COc1cc(OCCCl)c2c(Nc3cc(CC(=O)Nc4ccccc4)[nH]n3)ncnc2c1, predict the reactants needed to synthesize it. The reactants are: COc1cc(OCCCl)c2c(Nc3cc(CC(=O)O)[nH]n3)ncnc2c1.Nc1ccccc1. (6) The reactants are: CCOC(=O)CN.O=S(=O)(Cl)c1ccc(F)cc1. Given the product CCOC(=O)CNS(=O)(=O)c1ccc(F)cc1, predict the reactants needed to synthesize it. (7) Given the product C=CC(=O)N1CCSc2ccc(OC)cc2C1, predict the reactants needed to synthesize it. The reactants are: C=CC(=O)Cl.COc1ccc2c(c1)CNCCS2.